From a dataset of Peptide-MHC class II binding affinity with 134,281 pairs from IEDB. Regression. Given a peptide amino acid sequence and an MHC pseudo amino acid sequence, predict their binding affinity value. This is MHC class II binding data. The peptide sequence is LSPISNMVSMANNHM. The MHC is DRB1_1101 with pseudo-sequence DRB1_1101. The binding affinity (normalized) is 0.440.